This data is from Forward reaction prediction with 1.9M reactions from USPTO patents (1976-2016). The task is: Predict the product of the given reaction. Given the reactants [C:1]([O:5][C:6]([N:8]1[CH2:13][CH2:12][CH:11]([C:14]2([CH3:24])[O:23][C:17]3=[CH:18][N:19]=[C:20](Cl)[CH:21]=[C:16]3[CH2:15]2)[CH2:10][CH2:9]1)=[O:7])([CH3:4])([CH3:3])[CH3:2].Cl.[CH3:26][S:27]([N:30]1[CH2:35][CH2:34][NH:33][CH2:32][CH2:31]1)(=[O:29])=[O:28].CC1(C)C2C(=C(P(C3C=CC=CC=3)C3C=CC=CC=3)C=CC=2)OC2C(P(C3C=CC=CC=3)C3C=CC=CC=3)=CC=CC1=2.CC([O-])(C)C.[K+], predict the reaction product. The product is: [C:1]([O:5][C:6]([N:8]1[CH2:13][CH2:12][CH:11]([C:14]2([CH3:24])[O:23][C:17]3=[CH:18][N:19]=[C:20]([N:33]4[CH2:34][CH2:35][N:30]([S:27]([CH3:26])(=[O:29])=[O:28])[CH2:31][CH2:32]4)[CH:21]=[C:16]3[CH2:15]2)[CH2:10][CH2:9]1)=[O:7])([CH3:4])([CH3:3])[CH3:2].